Dataset: Full USPTO retrosynthesis dataset with 1.9M reactions from patents (1976-2016). Task: Predict the reactants needed to synthesize the given product. (1) The reactants are: O[C:2]1[CH:7]=[CH:6][CH:5]=[CH:4][C:3]=1[C:8]1[CH:9]=[C:10]2[N:15]([CH:16]=1)[CH:14]=[CH:13][CH:12]=[CH:11]2.[Cl-].[CH3:18][O-:19].[Na+]. Given the product [N:15]1([CH:16]([CH3:8])[CH2:18][O:19][C:2]2[CH:7]=[CH:6][CH:5]=[CH:4][C:3]=2[C:8]2[CH:9]=[C:10]3[N:15]([CH:16]=2)[CH:14]=[CH:13][CH:12]=[CH:11]3)[CH2:10][CH2:11][CH2:12][CH2:13][CH2:14]1, predict the reactants needed to synthesize it. (2) Given the product [N:1]1([C:5]2[N:10]=[C:9]([NH2:11])[CH:8]=[CH:7][CH:6]=2)[CH2:4][CH2:3][CH2:2]1, predict the reactants needed to synthesize it. The reactants are: [N:1]1([C:5]2[N:10]=[C:9]([NH:11]CC3C=CC(OC)=CC=3)[CH:8]=[CH:7][CH:6]=2)[CH2:4][CH2:3][CH2:2]1.C(O)(C(F)(F)F)=O.C([O-])([O-])=O.[Na+].[Na+].